From a dataset of Full USPTO retrosynthesis dataset with 1.9M reactions from patents (1976-2016). Predict the reactants needed to synthesize the given product. Given the product [CH2:28]([O:27][C:25]([C:19]1([CH2:18][N:13]2[CH2:12][CH2:11][C:10]([CH2:9][NH:8][C:6](=[O:7])[O:5][C:1]([CH3:4])([CH3:2])[CH3:3])([F:16])[CH2:15][CH2:14]2)[CH2:24][CH2:23][O:22][CH2:21][CH2:20]1)=[O:26])[C:29]1[CH:30]=[CH:31][CH:32]=[CH:33][CH:34]=1, predict the reactants needed to synthesize it. The reactants are: [C:1]([O:5][C:6]([NH:8][CH2:9][C:10]1([F:16])[CH2:15][CH2:14][NH:13][CH2:12][CH2:11]1)=[O:7])([CH3:4])([CH3:3])[CH3:2].I[CH2:18][C:19]1([C:25]([O:27][CH2:28][C:29]2[CH:34]=[CH:33][CH:32]=[CH:31][CH:30]=2)=[O:26])[CH2:24][CH2:23][O:22][CH2:21][CH2:20]1.